This data is from Forward reaction prediction with 1.9M reactions from USPTO patents (1976-2016). The task is: Predict the product of the given reaction. (1) Given the reactants [OH-:1].[Na+].[OH:3][C:4]1[CH:9]=[CH:8][C:7]([C:10]([F:13])([F:12])[F:11])=[CH:6][CH:5]=1.[CH2:14]([N:21]1[CH2:26][CH2:25][CH2:24][C:23](=O)[CH2:22]1)[C:15]1[CH:20]=[CH:19][CH:18]=[CH:17][CH:16]=1.C(Cl)(Cl)Cl.[O:32]1[CH2:36]CCC1, predict the reaction product. The product is: [CH2:14]([N:21]1[CH2:26][CH2:25][CH2:24][C:23]([O:3][C:4]2[CH:9]=[CH:8][C:7]([C:10]([F:11])([F:12])[F:13])=[CH:6][CH:5]=2)([C:36]([OH:32])=[O:1])[CH2:22]1)[C:15]1[CH:20]=[CH:19][CH:18]=[CH:17][CH:16]=1. (2) Given the reactants [Cl:1][C:2]1[CH:7]=[C:6]([OH:8])[CH:5]=[CH:4][C:3]=1[N:9]1[CH2:14][CH2:13][N:12]([C:15]([O:17][C:18]([CH3:21])([CH3:20])[CH3:19])=[O:16])[CH2:11][CH2:10]1.[H-].[Na+].Cl[C:25]1[N:26]([CH2:33][C@:34]2([CH3:37])[CH2:36][O:35]2)[CH:27]=[C:28]([N+:30]([O-:32])=[O:31])[N:29]=1, predict the reaction product. The product is: [Cl:1][C:2]1[CH:7]=[C:6]([O:8][CH2:36][C@:34]2([CH3:37])[O:35][C:25]3=[N:29][C:28]([N+:30]([O-:32])=[O:31])=[CH:27][N:26]3[CH2:33]2)[CH:5]=[CH:4][C:3]=1[N:9]1[CH2:14][CH2:13][N:12]([C:15]([O:17][C:18]([CH3:21])([CH3:20])[CH3:19])=[O:16])[CH2:11][CH2:10]1. (3) Given the reactants Cl.[Cl:2][C:3]1[CH:4]=[C:5]2[C:9](=[CH:10][CH:11]=1)[NH:8][C:7]([C:12]([NH:14][CH:15]1[CH2:24][C:23]3[C:18](=[CH:19][CH:20]=[CH:21][CH:22]=3)[N:17]([CH2:25][CH:26]3[CH2:31][O:30]C(C)(C)[O:28][CH2:27]3)[C:16]1=[O:34])=[O:13])=[CH:6]2, predict the reaction product. The product is: [Cl:2][C:3]1[CH:4]=[C:5]2[C:9](=[CH:10][CH:11]=1)[NH:8][C:7]([C:12]([NH:14][CH:15]1[CH2:24][C:23]3[C:18](=[CH:19][CH:20]=[CH:21][CH:22]=3)[N:17]([CH2:25][CH:26]([CH2:27][OH:28])[CH2:31][OH:30])[C:16]1=[O:34])=[O:13])=[CH:6]2. (4) Given the reactants N1C2C(=CC=CC=2)NC1=O.[N+:11]([C:14]1[CH:22]=[CH:21][CH:20]=[C:19]2[C:15]=1[CH2:16][C:17](=[O:23])[NH:18]2)([O-])=O, predict the reaction product. The product is: [NH2:11][C:14]1[CH:22]=[CH:21][CH:20]=[C:19]2[C:15]=1[CH2:16][C:17](=[O:23])[NH:18]2.